From a dataset of NCI-60 drug combinations with 297,098 pairs across 59 cell lines. Regression. Given two drug SMILES strings and cell line genomic features, predict the synergy score measuring deviation from expected non-interaction effect. (1) Drug 1: C1=CC(=CC=C1CC(C(=O)O)N)N(CCCl)CCCl.Cl. Drug 2: CC1=CC=C(C=C1)C2=CC(=NN2C3=CC=C(C=C3)S(=O)(=O)N)C(F)(F)F. Cell line: CAKI-1. Synergy scores: CSS=12.7, Synergy_ZIP=-7.57, Synergy_Bliss=-6.25, Synergy_Loewe=-17.4, Synergy_HSA=-4.52. (2) Drug 1: CS(=O)(=O)C1=CC(=C(C=C1)C(=O)NC2=CC(=C(C=C2)Cl)C3=CC=CC=N3)Cl. Drug 2: CC1C(C(=O)NC(C(=O)N2CCCC2C(=O)N(CC(=O)N(C(C(=O)O1)C(C)C)C)C)C(C)C)NC(=O)C3=C4C(=C(C=C3)C)OC5=C(C(=O)C(=C(C5=N4)C(=O)NC6C(OC(=O)C(N(C(=O)CN(C(=O)C7CCCN7C(=O)C(NC6=O)C(C)C)C)C)C(C)C)C)N)C. Cell line: SR. Synergy scores: CSS=82.9, Synergy_ZIP=45.4, Synergy_Bliss=38.9, Synergy_Loewe=-12.0, Synergy_HSA=43.7. (3) Drug 1: C1=CC(=CC=C1CCCC(=O)O)N(CCCl)CCCl. Drug 2: CC(C)NC(=O)C1=CC=C(C=C1)CNNC.Cl. Cell line: NCI/ADR-RES. Synergy scores: CSS=14.1, Synergy_ZIP=-5.86, Synergy_Bliss=4.64, Synergy_Loewe=-8.28, Synergy_HSA=1.43. (4) Drug 1: CC1=C2C(C(=O)C3(C(CC4C(C3C(C(C2(C)C)(CC1OC(=O)C(C(C5=CC=CC=C5)NC(=O)OC(C)(C)C)O)O)OC(=O)C6=CC=CC=C6)(CO4)OC(=O)C)O)C)O. Cell line: MOLT-4. Drug 2: C1C(C(OC1N2C=NC3=C2NC=NCC3O)CO)O. Synergy scores: CSS=0.263, Synergy_ZIP=0.660, Synergy_Bliss=-3.75, Synergy_Loewe=0.835, Synergy_HSA=-4.71. (5) Drug 2: C1C(C(OC1N2C=NC(=NC2=O)N)CO)O. Drug 1: C1=NC2=C(N=C(N=C2N1C3C(C(C(O3)CO)O)O)F)N. Cell line: SK-OV-3. Synergy scores: CSS=4.24, Synergy_ZIP=-0.996, Synergy_Bliss=2.70, Synergy_Loewe=-2.23, Synergy_HSA=-3.77. (6) Drug 2: CC1C(C(CC(O1)OC2CC(CC3=C2C(=C4C(=C3O)C(=O)C5=C(C4=O)C(=CC=C5)OC)O)(C(=O)CO)O)N)O.Cl. Synergy scores: CSS=32.0, Synergy_ZIP=-3.92, Synergy_Bliss=-6.91, Synergy_Loewe=-8.49, Synergy_HSA=-3.19. Cell line: IGROV1. Drug 1: C1=CC=C(C(=C1)C(C2=CC=C(C=C2)Cl)C(Cl)Cl)Cl. (7) Drug 1: CN(C)C1=NC(=NC(=N1)N(C)C)N(C)C. Drug 2: CCN(CC)CCCC(C)NC1=C2C=C(C=CC2=NC3=C1C=CC(=C3)Cl)OC. Cell line: IGROV1. Synergy scores: CSS=18.3, Synergy_ZIP=8.92, Synergy_Bliss=16.6, Synergy_Loewe=15.1, Synergy_HSA=15.3.